From a dataset of Catalyst prediction with 721,799 reactions and 888 catalyst types from USPTO. Predict which catalyst facilitates the given reaction. (1) Reactant: [CH2:1]([O:3][C:4](=[O:19])[CH2:5][O:6][C:7]1[C:16]2[C:11](=[CH:12][CH:13]=[CH:14][CH:15]=2)[C:10]([NH:17][CH3:18])=[CH:9][CH:8]=1)[CH3:2].Cl[CH:21]([C:23]1[C:24]([CH3:39])=[N:25][C:26]([C:29]2[CH:34]=[CH:33][C:32]([C:35]([F:38])([F:37])[F:36])=[CH:31][CH:30]=2)=[CH:27][CH:28]=1)[CH3:22].[Na+].[I-].C1CCN2C(=NCCC2)CC1. Product: [CH2:1]([O:3][C:4](=[O:19])[CH2:5][O:6][C:7]1[C:16]2[C:11](=[CH:12][CH:13]=[CH:14][CH:15]=2)[C:10]([N:17]([CH3:18])[CH:21]([C:23]2[C:24]([CH3:39])=[N:25][C:26]([C:29]3[CH:34]=[CH:33][C:32]([C:35]([F:38])([F:37])[F:36])=[CH:31][CH:30]=3)=[CH:27][CH:28]=2)[CH3:22])=[CH:9][CH:8]=1)[CH3:2]. The catalyst class is: 16. (2) Reactant: [CH3:1][CH:2]1[CH2:7][CH2:6][N:5]([S:8]([C:11]2[CH:12]=[C:13]([CH:18]=[CH:19][CH:20]=2)[C:14](OC)=[O:15])(=[O:10])=[O:9])[CH2:4][CH2:3]1.[NH2:21][NH2:22]. Product: [CH3:1][CH:2]1[CH2:7][CH2:6][N:5]([S:8]([C:11]2[CH:12]=[C:13]([CH:18]=[CH:19][CH:20]=2)[C:14]([NH:21][NH2:22])=[O:15])(=[O:10])=[O:9])[CH2:4][CH2:3]1. The catalyst class is: 5. (3) Reactant: Cl[C:2]1[N:10]=[CH:9][N:8]=[C:7]2[C:3]=1[N:4]=[C:5]([C:11]1[C:16]([Cl:17])=[CH:15][CH:14]=[CH:13][C:12]=1[Cl:18])[NH:6]2.[N:19]1[CH:24]=[CH:23][C:22]([NH2:25])=[N:21][CH:20]=1.CC1(C)C2C(=C(P(C3C=CC=CC=3)C3C=CC=CC=3)C=CC=2)OC2C(P(C3C=CC=CC=3)C3C=CC=CC=3)=CC=CC1=2.C([O-])([O-])=O.[Cs+].[Cs+]. Product: [Cl:18][C:12]1[CH:13]=[CH:14][CH:15]=[C:16]([Cl:17])[C:11]=1[C:5]1[NH:6][C:7]2[C:3]([N:4]=1)=[C:2]([NH:25][C:22]1[CH:23]=[CH:24][N:19]=[CH:20][N:21]=1)[N:10]=[CH:9][N:8]=2. The catalyst class is: 102. (4) Reactant: C12BC(CCC1)CCC2.[CH2:10]([C:14]1[N:18]([CH2:19][C:20]2[CH:25]=[CH:24][C:23]([O:26][CH3:27])=[CH:22][CH:21]=2)[N:17]=[N:16][N:15]=1)[CH2:11][CH:12]=[CH2:13].CC[OH:30].[OH-].[Na+].OO. Product: [CH3:27][O:26][C:23]1[CH:22]=[CH:21][C:20]([CH2:19][N:18]2[C:14]([CH2:10][CH2:11][CH2:12][CH2:13][OH:30])=[N:15][N:16]=[N:17]2)=[CH:25][CH:24]=1. The catalyst class is: 220. (5) Reactant: [CH3:1][C:2]1[N:3]([CH:14]2[CH2:19][CH2:18][O:17][CH2:16][CH2:15]2)[C:4]([C:7]2[CH:12]=[CH:11][N:10]=[C:9]([NH2:13])[N:8]=2)=[CH:5][N:6]=1.Br[C:21]1[CH:26]=[CH:25][C:24]([S:27]([N:30]2[CH2:35][CH2:34][N:33]([CH3:36])[CH2:32][CH2:31]2)(=[O:29])=[O:28])=[C:23]([Cl:37])[CH:22]=1.C([O-])([O-])=O.[Cs+].[Cs+].CC(C1C=C(C(C)C)C(C2C=CC=CC=2P(C2CCCCC2)C2CCCCC2)=C(C(C)C)C=1)C. Product: [Cl:37][C:23]1[CH:22]=[C:21]([NH:13][C:9]2[N:8]=[C:7]([C:4]3[N:3]([CH:14]4[CH2:19][CH2:18][O:17][CH2:16][CH2:15]4)[C:2]([CH3:1])=[N:6][CH:5]=3)[CH:12]=[CH:11][N:10]=2)[CH:26]=[CH:25][C:24]=1[S:27]([N:30]1[CH2:31][CH2:32][N:33]([CH3:36])[CH2:34][CH2:35]1)(=[O:29])=[O:28]. The catalyst class is: 110. (6) Reactant: Br[C:2]1[CH:3]=[C:4]2[C:10]([C:11]3[CH:12]=[N:13][N:14]([CH2:16][C:17]4[CH:22]=[CH:21][CH:20]=[C:19]([F:23])[CH:18]=4)[CH:15]=3)=[CH:9][N:8]([S:24]([C:27]3[CH:33]=[CH:32][C:30]([CH3:31])=[CH:29][CH:28]=3)(=[O:26])=[O:25])[C:5]2=[N:6][CH:7]=1.CC1(C)C(C)(C)OB([C:42]2[CH:47]=[CH:46][C:45]([NH:48][CH:49]3[CH2:54][CH2:53][N:52]([C:55]([O:57][C:58]([CH3:61])([CH3:60])[CH3:59])=[O:56])[CH2:51][CH2:50]3)=[CH:44][CH:43]=2)O1.C(=O)([O-])[O-].[Na+].[Na+]. Product: [F:23][C:19]1[CH:18]=[C:17]([CH:22]=[CH:21][CH:20]=1)[CH2:16][N:14]1[CH:15]=[C:11]([C:10]2[C:4]3[C:5](=[N:6][CH:7]=[C:2]([C:42]4[CH:43]=[CH:44][C:45]([NH:48][CH:49]5[CH2:50][CH2:51][N:52]([C:55]([O:57][C:58]([CH3:61])([CH3:60])[CH3:59])=[O:56])[CH2:53][CH2:54]5)=[CH:46][CH:47]=4)[CH:3]=3)[N:8]([S:24]([C:27]3[CH:28]=[CH:29][C:30]([CH3:31])=[CH:32][CH:33]=3)(=[O:25])=[O:26])[CH:9]=2)[CH:12]=[N:13]1. The catalyst class is: 600. (7) Reactant: Br[C:2]1[C:11]([O:12][C:13]2[C:22]3[C:17](=[CH:18][C:19]([O:25][CH3:26])=[C:20]([O:23][CH3:24])[CH:21]=3)[N:16]=[CH:15][CH:14]=2)=[CH:10][C:9]2[C:4](=[CH:5][CH:6]=[CH:7][CH:8]=2)[N:3]=1.[N:27]1[CH:32]=[CH:31][CH:30]=[C:29](B(O)O)[CH:28]=1.C(=O)([O-])[O-].[K+].[K+]. Product: [CH3:24][O:23][C:20]1[CH:21]=[C:22]2[C:17](=[CH:18][C:19]=1[O:25][CH3:26])[N:16]=[CH:15][CH:14]=[C:13]2[O:12][C:11]1[C:2]([C:29]2[CH:28]=[N:27][CH:32]=[CH:31][CH:30]=2)=[N:3][C:4]2[C:9]([CH:10]=1)=[CH:8][CH:7]=[CH:6][CH:5]=2. The catalyst class is: 9. (8) Product: [CH3:27][O:17][C:16](=[O:18])[CH2:15][C:14]1[C:9]([NH:8][CH2:7][CH:1]2[CH2:2][CH2:3][CH2:4][CH2:5][CH2:6]2)=[N:10][CH:11]=[C:12]([NH:19][C:20](=[O:25])[C:21]([CH3:22])([CH3:24])[CH3:23])[CH:13]=1. The catalyst class is: 25. Reactant: [CH:1]1([CH2:7][NH:8][C:9]2[C:14]([CH2:15][C:16]([OH:18])=[O:17])=[CH:13][C:12]([NH:19][C:20](=[O:25])[C:21]([CH3:24])([CH3:23])[CH3:22])=[CH:11][N:10]=2)[CH2:6][CH2:5][CH2:4][CH2:3][CH2:2]1.Cl.[CH3:27]O.